Dataset: Retrosynthesis with 50K atom-mapped reactions and 10 reaction types from USPTO. Task: Predict the reactants needed to synthesize the given product. (1) The reactants are: C[C@H](N)Cn1cc(C#N)c(-c2ccc(C#N)c(Cl)c2)n1.Cn1cnc(C(=O)O)c1. Given the product C[C@@H](Cn1cc(C#N)c(-c2ccc(C#N)c(Cl)c2)n1)NC(=O)c1cn(C)cn1, predict the reactants needed to synthesize it. (2) Given the product CC(C)[Si](C(C)C)(C(C)C)n1ccc2cc(C(=O)C3CCN(C(=O)OC(C)(C)C)C3)ccc21, predict the reactants needed to synthesize it. The reactants are: CC(C)[Si](C(C)C)(C(C)C)n1ccc2cc(Br)ccc21.CON(C)C(=O)C1CCN(C(=O)OC(C)(C)C)C1. (3) The reactants are: NO.O=Cc1ccc(-c2ccc(N3C[C@H](Cn4ccnn4)OC3=O)cc2F)cn1. Given the product O=C1O[C@@H](Cn2ccnn2)CN1c1ccc(-c2ccc(C=NO)nc2)c(F)c1, predict the reactants needed to synthesize it. (4) The reactants are: NC=O.Nc1cc(Br)cnc1C(=O)O. Given the product O=c1[nH]cnc2cc(Br)cnc12, predict the reactants needed to synthesize it. (5) Given the product Cn1c(CN2CCOCC2)cnc1-c1cc2nccc(Oc3ccc(N)cc3F)c2s1, predict the reactants needed to synthesize it. The reactants are: Cn1c(CN2CCOCC2)cnc1-c1cc2nccc(Oc3ccc([N+](=O)[O-])cc3F)c2s1. (6) Given the product O=C(c1cnc(C#Cc2ccccc2)s1)N1CCCCC1, predict the reactants needed to synthesize it. The reactants are: C1CCNCC1.O=C(O)c1cnc(C#Cc2ccccc2)s1. (7) The reactants are: Nc1cccc(-c2c(C(=O)c3ccccc3)cnc3c(C(F)(F)F)cccc23)c1.O=C(Cl)Cc1ccccc1. Given the product O=C(Cc1ccccc1)Nc1cccc(-c2c(C(=O)c3ccccc3)cnc3c(C(F)(F)F)cccc23)c1, predict the reactants needed to synthesize it.